From a dataset of Catalyst prediction with 721,799 reactions and 888 catalyst types from USPTO. Predict which catalyst facilitates the given reaction. Reactant: CC(OC(OC(OC(C)(C)C)=O)=O)(C)C.[OH:16][C:17]1[CH:26]=[CH:25][C:20]([C:21]([O:23][CH3:24])=[O:22])=[CH:19][C:18]=1I.[CH3:28][N:29](C)C.O1CCOCC1. Product: [C:28]([C:18]1[CH:19]=[C:20]([CH:25]=[CH:26][C:17]=1[OH:16])[C:21]([O:23][CH3:24])=[O:22])#[N:29]. The catalyst class is: 6.